Dataset: Full USPTO retrosynthesis dataset with 1.9M reactions from patents (1976-2016). Task: Predict the reactants needed to synthesize the given product. (1) Given the product [CH3:1][O:2][C:3]1[CH:4]=[C:5]([CH3:26])[C:6]([S:10]([N:13]2[C:21]3[C:16](=[CH:17][CH:18]=[C:19]([CH2:22][C:23]([N:44]4[CH2:41][CH2:36][C:37]5([CH2:29][CH2:27][N:30]([C:33]6[CH:34]=[CH:49][N:48]=[CH:47][CH:35]=6)[CH2:31][CH2:32]5)[CH2:38][CH2:39]4)=[O:25])[CH:20]=3)[CH2:15][CH2:14]2)(=[O:11])=[O:12])=[C:7]([CH3:9])[CH:8]=1, predict the reactants needed to synthesize it. The reactants are: [CH3:1][O:2][C:3]1[CH:8]=[C:7]([CH3:9])[C:6]([S:10]([N:13]2[C:21]3[C:16](=[CH:17][CH:18]=[C:19]([CH2:22][C:23]([OH:25])=O)[CH:20]=3)[CH2:15][CH2:14]2)(=[O:12])=[O:11])=[C:5]([CH3:26])[CH:4]=1.[CH:27]([N:30]([CH:33]([CH3:35])[CH3:34])[CH2:31][CH3:32])([CH3:29])C.[CH:36]1[CH:37]=[CH:38][C:39]2[N:44](O)N=NC=2[CH:41]=1.C[CH2:47][N:48]=[C:49]=NCCCN(C)C.Cl. (2) Given the product [CH3:1][O:2][C:3](=[O:22])[C:4]([C:6]1[CH:7]=[CH:8][C:9]([O:12][CH2:13][C:14]2[CH:19]=[CH:18][C:17]([Cl:20])=[C:16]([Cl:21])[CH:15]=2)=[CH:10][CH:11]=1)=[O:5], predict the reactants needed to synthesize it. The reactants are: [CH3:1][O:2][C:3](=[O:22])[CH:4]([C:6]1[CH:11]=[CH:10][C:9]([O:12][CH2:13][C:14]2[CH:19]=[CH:18][C:17]([Cl:20])=[C:16]([Cl:21])[CH:15]=2)=[CH:8][CH:7]=1)[OH:5]. (3) Given the product [C:21]([O:23][CH2:2][CH3:3])(=[O:22])[CH3:16].[CH3:26][CH2:25][CH2:29][CH:30]([CH3:35])[CH3:31].[NH2:28][C:26](=[O:27])[C@@H:25]([NH:24][C:21]([C@@H:16]1[CH2:17][CH2:18][CH2:19][CH2:20][N:15]1[C:13]([O:12][C:8]([CH3:9])([CH3:10])[CH3:11])=[O:14])=[O:23])[CH2:29][C:30]1[CH:31]=[CH:32][C:33]([S:36]([C:39]2[CH:40]=[CH:41][CH:42]=[CH:43][CH:44]=2)(=[O:37])=[O:38])=[CH:34][CH:35]=1, predict the reactants needed to synthesize it. The reactants are: C[CH2:2][CH2:3]P(O)(O)=O.[C:8]([O:12][C:13]([N:15]1[CH2:20][CH2:19][CH2:18][CH2:17][C@H:16]1[C:21]([OH:23])=[O:22])=[O:14])([CH3:11])([CH3:10])[CH3:9].[NH2:24][C@@H:25]([CH2:29][C:30]1[CH:35]=[CH:34][C:33]([S:36]([C:39]2[CH:44]=[CH:43][CH:42]=[CH:41][CH:40]=2)(=[O:38])=[O:37])=[CH:32][CH:31]=1)[C:26]([NH2:28])=[O:27].C(N(CC)CC)C. (4) Given the product [N:12]1([C:2]2[N:7]=[C:6]([S:8]([NH2:11])(=[O:10])=[O:9])[CH:5]=[CH:4][CH:3]=2)[CH2:17][CH2:16][CH2:15][CH2:14][CH2:13]1, predict the reactants needed to synthesize it. The reactants are: F[C:2]1[N:7]=[C:6]([S:8]([NH2:11])(=[O:10])=[O:9])[CH:5]=[CH:4][CH:3]=1.[NH:12]1[CH2:17][CH2:16][CH2:15][CH2:14][CH2:13]1.